Dataset: Reaction yield outcomes from USPTO patents with 853,638 reactions. Task: Predict the reaction yield, written as a fraction of the theoretical maximum amount of product (1.0 means a 100% yield; for example, 0.34 means a 34% yield). (1) The reactants are [C:1]1([CH:7]2[CH2:12][CH2:11][CH2:10][CH2:9][C:8]2=[O:13])[CH:6]=[CH:5][CH:4]=[CH:3][CH:2]=1.[C:14](Cl)([N:16]=[C:17]=[O:18])=[O:15]. The catalyst is C(OCC)(=O)C. The product is [C:1]1([CH:7]2[C:8]3[O:13][C:17](=[O:18])[NH:16][C:14](=[O:15])[C:9]=3[CH2:10][CH2:11][CH2:12]2)[CH:6]=[CH:5][CH:4]=[CH:3][CH:2]=1.[C:1]1([C:7]23[CH2:12][CH2:11][CH2:10][CH:9]=[C:8]2[O:13][C:17](=[O:18])[NH:16][C:14]3=[O:15])[CH:6]=[CH:5][CH:4]=[CH:3][CH:2]=1. The yield is 0.196. (2) The reactants are [CH2:1]([Mg]Cl)[CH2:2][CH3:3].[C:6]1([C:12]2([C:28]#N)[CH2:17][CH2:16][N:15]([S:18]([C:21]3[CH:26]=[CH:25][C:24]([CH3:27])=[CH:23][CH:22]=3)(=[O:20])=[O:19])[CH2:14][CH2:13]2)[CH:11]=[CH:10][CH:9]=[CH:8][CH:7]=1.[O:30]1CCCC1. The catalyst is C1(C)C=CC=CC=1. The product is [C:6]1([C:12]2([C:28](=[O:30])[CH2:1][CH2:2][CH3:3])[CH2:17][CH2:16][N:15]([S:18]([C:21]3[CH:26]=[CH:25][C:24]([CH3:27])=[CH:23][CH:22]=3)(=[O:20])=[O:19])[CH2:14][CH2:13]2)[CH:11]=[CH:10][CH:9]=[CH:8][CH:7]=1. The yield is 0.500. (3) The reactants are [N+:1]([C:4]1[CH:10]=[C:9]([C:11]([CH3:14])([CH3:13])[CH3:12])[CH:8]=[CH:7][C:5]=1[NH2:6])([O-:3])=[O:2].CC(O)=O.[CH2:19]([CH2:23][C:24](=O)[CH3:25])[C:20]([CH3:22])=O. The catalyst is C1CCCCC1.C(Cl)Cl. The product is [C:11]([C:9]1[CH:8]=[CH:7][C:5]([N:6]2[C:24]([CH3:25])=[CH:23][CH:19]=[C:20]2[CH3:22])=[C:4]([N+:1]([O-:3])=[O:2])[CH:10]=1)([CH3:14])([CH3:13])[CH3:12]. The yield is 0.490. (4) The reactants are [N:1]1[C:10]2[C:5](=[CH:6][CH:7]=[CH:8][CH:9]=2)[C:4]([CH:11]=O)=[CH:3][CH:2]=1.[C:13]([CH2:15][C:16]([O:18][C:19]([CH3:22])([CH3:21])[CH3:20])=[O:17])#[N:14]. The catalyst is C(O)C. The product is [C:13]([C:15](=[CH:11][C:4]1[C:5]2[C:10](=[CH:9][CH:8]=[CH:7][CH:6]=2)[N:1]=[CH:2][CH:3]=1)[C:16]([O:18][C:19]([CH3:22])([CH3:21])[CH3:20])=[O:17])#[N:14]. The yield is 0.890.